This data is from Catalyst prediction with 721,799 reactions and 888 catalyst types from USPTO. The task is: Predict which catalyst facilitates the given reaction. (1) Reactant: Cl[C:2]1C=CC=C[C:3]=1CS(Cl)(=O)=O.[CH:13]([N:26]1[C:34]2[C:29](=[CH:30][C:31]([Cl:35])=[CH:32][CH:33]=2)[C:28]([CH2:36][CH2:37][O:38][C:39]2[CH:47]=[CH:46][C:42]([C:43]([OH:45])=[O:44])=[C:41]([F:48])[CH:40]=2)=[C:27]1[CH2:49][CH2:50][NH:51][S:52]([C:55]1[CH:60]=[CH:59][CH:58]=[CH:57][C:56]=1Cl)(=[O:54])=[O:53])([C:20]1[CH:25]=[CH:24][CH:23]=[CH:22][CH:21]=1)[C:14]1[CH:19]=[CH:18][CH:17]=[CH:16][CH:15]=1.C([O-])([O-])=O.[K+].[K+].[CH2:68]([Cl:70])Cl. The catalyst class is: 6. Product: [CH:13]([N:26]1[C:34]2[C:29](=[CH:30][C:31]([Cl:35])=[CH:32][CH:33]=2)[C:28]([CH2:36][CH2:37][O:38][C:39]2[CH:47]=[CH:46][C:42]([C:43]([O:45][CH2:2][CH3:3])=[O:44])=[C:41]([F:48])[CH:40]=2)=[C:27]1[CH2:49][CH2:50][NH:51][S:52]([CH2:55][C:60]1[CH:59]=[CH:58][CH:57]=[CH:56][C:68]=1[Cl:70])(=[O:53])=[O:54])([C:14]1[CH:19]=[CH:18][CH:17]=[CH:16][CH:15]=1)[C:20]1[CH:25]=[CH:24][CH:23]=[CH:22][CH:21]=1. (2) Reactant: C(N(C(C)C)CC)(C)C.[BH4-].[Na+].[CH3:12][C:13]1([CH3:31])[CH2:26][C:25]2[S:24][C:23]3[C:18](=[CH:19][CH:20]=[C:21]([C:27](O)=[O:28])[CH:22]=3)[C:17](=[O:30])[C:16]=2[CH2:15][CH2:14]1.F[P-](F)(F)(F)(F)F.N1C2C=CC=C(O[P+](N(C)C)(N(C)C)N(C)C)C=2N=N1. Product: [OH:28][CH2:27][C:21]1[CH:22]=[C:23]2[C:18](=[CH:19][CH:20]=1)[C:17](=[O:30])[C:16]1[CH2:15][CH2:14][C:13]([CH3:31])([CH3:12])[CH2:26][C:25]=1[S:24]2. The catalyst class is: 7. (3) Reactant: [F:1][C:2]1[C:3]([CH2:8][O:9][C:10]2[C:11]3[N:12]([C:17](C(O)=O)=[C:18]([CH3:20])[N:19]=3)[CH:13]=[C:14]([CH3:16])[CH:15]=2)=[N:4][CH:5]=[CH:6][CH:7]=1.Cl. Product: [F:1][C:2]1[C:3]([CH2:8][O:9][C:10]2[C:11]3[N:12]([CH:17]=[C:18]([CH3:20])[N:19]=3)[CH:13]=[C:14]([CH3:16])[CH:15]=2)=[N:4][CH:5]=[CH:6][CH:7]=1. The catalyst class is: 12. (4) Reactant: C[N:2](C)/[CH:3]=[CH:4]/[C:5]1[N:10]=[C:9]([N:11]2[CH2:16][CH2:15][O:14][CH2:13][CH2:12]2)[C:8]([C:17]2[CH:24]=[CH:23][C:20]([C:21]#[N:22])=[CH:19][CH:18]=2)=[CH:7][C:6]=1[N+]([O-])=O.C(Cl)Cl.[H][H]. Product: [N:11]1([C:9]2[N:10]=[C:5]3[CH:4]=[CH:3][NH:2][C:6]3=[CH:7][C:8]=2[C:17]2[CH:18]=[CH:19][C:20]([C:21]#[N:22])=[CH:23][CH:24]=2)[CH2:12][CH2:13][O:14][CH2:15][CH2:16]1. The catalyst class is: 19. (5) Product: [Br:1][C:2]1[CH:7]=[CH:6][C:5]([O:8][CH2:10][CH:11]2[CH2:13][C:12]2([F:15])[F:14])=[CH:4][N:3]=1. Reactant: [Br:1][C:2]1[CH:7]=[CH:6][C:5]([OH:8])=[CH:4][N:3]=1.Br[CH2:10][CH:11]1[CH2:13][C:12]1([F:15])[F:14].C([O-])([O-])=O.[K+].[K+]. The catalyst class is: 290. (6) Reactant: [Br:1][C:2]1[CH:13]=[C:12]([CH3:14])[C:5]([O:6][CH2:7][C:8](OC)=[O:9])=[C:4]([CH3:15])[CH:3]=1.O.[NH2:17][NH2:18]. Product: [Br:1][C:2]1[CH:13]=[C:12]([CH3:14])[C:5]([O:6][CH2:7][C:8]([NH:17][NH2:18])=[O:9])=[C:4]([CH3:15])[CH:3]=1. The catalyst class is: 8.